Task: Predict the reactants needed to synthesize the given product.. Dataset: Full USPTO retrosynthesis dataset with 1.9M reactions from patents (1976-2016) (1) Given the product [Br:1][C:2]1[C:3]([CH:9]([OH:15])[C:10]([O:12][CH2:13][CH3:14])=[O:11])=[C:4]([CH3:8])[S:5][C:6]=1[CH3:7], predict the reactants needed to synthesize it. The reactants are: [Br:1][C:2]1[C:3]([C:9](=[O:15])[C:10]([O:12][CH2:13][CH3:14])=[O:11])=[C:4]([CH3:8])[S:5][C:6]=1[CH3:7].[BH4-].[BH4-].[BH4-].[BH4-].[Na+].[Na+].[Na+].[Na+]. (2) Given the product [OH:21][CH2:20][CH2:19][N:13]1[CH2:18][CH2:17][N:16]([C:8]([C:7]2[CH:6]=[CH:5][C:4]([N+:1]([O-:3])=[O:2])=[CH:12][CH:11]=2)=[O:10])[CH2:15][CH2:14]1, predict the reactants needed to synthesize it. The reactants are: [N+:1]([C:4]1[CH:12]=[CH:11][C:7]([C:8]([OH:10])=O)=[CH:6][CH:5]=1)([O-:3])=[O:2].[N:13]1([CH2:19][CH2:20][OH:21])[CH2:18][CH2:17][NH:16][CH2:15][CH2:14]1. (3) Given the product [CH2:16]([O:13][CH:10]1[CH2:11][CH2:12][N:8]([C:6]([O:5][C:1]([CH3:4])([CH3:2])[CH3:3])=[O:7])[CH2:9]1)[C:17]1[CH:22]=[CH:21][CH:20]=[CH:19][CH:18]=1, predict the reactants needed to synthesize it. The reactants are: [C:1]([O:5][C:6]([N:8]1[CH2:12][CH2:11][CH:10]([OH:13])[CH2:9]1)=[O:7])([CH3:4])([CH3:3])[CH3:2].[H-].[Na+].[CH2:16](Br)[C:17]1[CH:22]=[CH:21][CH:20]=[CH:19][CH:18]=1. (4) Given the product [C:20]1([CH:30]([NH2:32])[CH3:31])[C:29]2[C:24](=[CH:25][CH:26]=[CH:27][CH:28]=2)[CH:23]=[CH:22][CH:21]=1, predict the reactants needed to synthesize it. The reactants are: C1C=CC(C(S(CC(O)=O)=O)C2C=CC=CC=2)=CC=1.[C:20]1([C@H:30]([NH2:32])[CH3:31])[C:29]2[C:24](=[CH:25][CH:26]=[CH:27][CH:28]=2)[CH:23]=[CH:22][CH:21]=1.C1([C@@H](N)C)C2C(=CC=CC=2)C=CC=1. (5) The reactants are: [C:1]([O:5][C:6]([N:8]1[CH:17]([CH:18]([OH:36])[CH:19]([O:21][C:22](=[O:35])[CH:23]([NH:27][C:28]([O:30][C:31]([CH3:34])([CH3:33])[CH3:32])=[O:29])[CH:24]([CH3:26])[CH3:25])[CH3:20])[CH2:16][NH:15][C:14]2[NH:13][C:12]([N:37]=CN(C)C)=[N:11][C:10](=[O:42])[C:9]1=2)=[O:7])([CH3:4])([CH3:3])[CH3:2].Cl.C(=O)(O)[O-].[Na+]. Given the product [C:1]([O:5][C:6]([N:8]1[CH:17]([CH:18]([OH:36])[CH:19]([O:21][C:22](=[O:35])[CH:23]([NH:27][C:28]([O:30][C:31]([CH3:34])([CH3:33])[CH3:32])=[O:29])[CH:24]([CH3:26])[CH3:25])[CH3:20])[CH2:16][NH:15][C:14]2[NH:13][C:12]([NH2:37])=[N:11][C:10](=[O:42])[C:9]1=2)=[O:7])([CH3:4])([CH3:2])[CH3:3], predict the reactants needed to synthesize it. (6) Given the product [CH2:34]([N:4]([CH:2]([CH3:1])[CH3:3])[C:5]1[CH:22]=[N:21][C:8]2[CH2:9][N:10]([C:14]([O:16][C:17]([CH3:20])([CH3:19])[CH3:18])=[O:15])[CH2:11][CH2:12][O:13][C:7]=2[N:6]=1)[CH3:35], predict the reactants needed to synthesize it. The reactants are: [CH3:1][CH:2]([NH:4][C:5]1[CH:22]=[N:21][C:8]2[CH2:9][N:10]([C:14]([O:16][C:17]([CH3:20])([CH3:19])[CH3:18])=[O:15])[CH2:11][CH2:12][O:13][C:7]=2[N:6]=1)[CH3:3].C[Si](C)(C)[N-][Si](C)(C)C.[K+].I[CH2:34][CH3:35].O. (7) Given the product [NH2:3][CH2:12][CH2:13][N:14]1[CH:18]=[CH:17][C:16]([C:19]([O:21][C:22]([CH3:25])([CH3:24])[CH3:23])=[O:20])=[CH:15]1, predict the reactants needed to synthesize it. The reactants are: O=C1C2C(=CC=CC=2)C(=O)[N:3]1[CH2:12][CH2:13][N:14]1[CH:18]=[CH:17][C:16]([C:19]([O:21][C:22]([CH3:25])([CH3:24])[CH3:23])=[O:20])=[CH:15]1.O.NN. (8) Given the product [F:1][C:2]1[CH:7]=[C:6]([N+:8]([O-:10])=[O:9])[CH:5]=[CH:4][C:3]=1[N:11]1[CH2:16][CH2:15][N:14]([CH:17]([C:18]2[N:19]=[C:37]([CH:38]([CH3:40])[CH3:39])[O:21][N:20]=2)[C:22]2[CH:27]=[CH:26][CH:25]=[CH:24][CH:23]=2)[CH2:13][CH2:12]1, predict the reactants needed to synthesize it. The reactants are: [F:1][C:2]1[CH:7]=[C:6]([N+:8]([O-:10])=[O:9])[CH:5]=[CH:4][C:3]=1[N:11]1[CH2:16][CH2:15][N:14]([CH:17]([C:22]2[CH:27]=[CH:26][CH:25]=[CH:24][CH:23]=2)[C:18]([NH:20][OH:21])=[NH:19])[CH2:13][CH2:12]1.CCN(C(C)C)C(C)C.[C:37](Cl)(=O)[CH:38]([CH3:40])[CH3:39].